Dataset: NCI-60 drug combinations with 297,098 pairs across 59 cell lines. Task: Regression. Given two drug SMILES strings and cell line genomic features, predict the synergy score measuring deviation from expected non-interaction effect. (1) Drug 1: CC1=C(C=C(C=C1)NC2=NC=CC(=N2)N(C)C3=CC4=NN(C(=C4C=C3)C)C)S(=O)(=O)N.Cl. Drug 2: CS(=O)(=O)CCNCC1=CC=C(O1)C2=CC3=C(C=C2)N=CN=C3NC4=CC(=C(C=C4)OCC5=CC(=CC=C5)F)Cl. Cell line: A498. Synergy scores: CSS=6.17, Synergy_ZIP=-0.135, Synergy_Bliss=5.23, Synergy_Loewe=-0.458, Synergy_HSA=1.40. (2) Drug 1: CS(=O)(=O)CCNCC1=CC=C(O1)C2=CC3=C(C=C2)N=CN=C3NC4=CC(=C(C=C4)OCC5=CC(=CC=C5)F)Cl. Drug 2: C1C(C(OC1N2C=NC(=NC2=O)N)CO)O. Cell line: M14. Synergy scores: CSS=7.55, Synergy_ZIP=3.43, Synergy_Bliss=-1.09, Synergy_Loewe=-0.281, Synergy_HSA=-0.445. (3) Drug 1: C1CCC(C1)C(CC#N)N2C=C(C=N2)C3=C4C=CNC4=NC=N3. Drug 2: CC(C)CN1C=NC2=C1C3=CC=CC=C3N=C2N. Cell line: UACC62. Synergy scores: CSS=-11.8, Synergy_ZIP=5.92, Synergy_Bliss=-4.33, Synergy_Loewe=-14.9, Synergy_HSA=-14.3. (4) Drug 1: C1CC(C1)(C(=O)O)C(=O)O.[NH2-].[NH2-].[Pt+2]. Drug 2: N.N.Cl[Pt+2]Cl. Cell line: NCI-H226. Synergy scores: CSS=15.5, Synergy_ZIP=-7.85, Synergy_Bliss=-5.92, Synergy_Loewe=-4.97, Synergy_HSA=-0.993. (5) Drug 1: C1=CC=C(C=C1)NC(=O)CCCCCCC(=O)NO. Drug 2: CC1CCCC2(C(O2)CC(NC(=O)CC(C(C(=O)C(C1O)C)(C)C)O)C(=CC3=CSC(=N3)C)C)C. Cell line: SK-MEL-5. Synergy scores: CSS=59.5, Synergy_ZIP=7.49, Synergy_Bliss=7.47, Synergy_Loewe=-0.515, Synergy_HSA=7.41. (6) Drug 1: C1CN1P(=S)(N2CC2)N3CC3. Drug 2: C1=NC(=NC(=O)N1C2C(C(C(O2)CO)O)O)N. Cell line: NCI-H460. Synergy scores: CSS=77.4, Synergy_ZIP=5.72, Synergy_Bliss=5.59, Synergy_Loewe=-6.50, Synergy_HSA=6.88.